From a dataset of Peptide-MHC class I binding affinity with 185,985 pairs from IEDB/IMGT. Regression. Given a peptide amino acid sequence and an MHC pseudo amino acid sequence, predict their binding affinity value. This is MHC class I binding data. (1) The peptide sequence is IPDGWWWAI. The MHC is HLA-A02:01 with pseudo-sequence HLA-A02:01. The binding affinity (normalized) is 0.581. (2) The peptide sequence is GAGGWRPGPP. The MHC is HLA-B27:05 with pseudo-sequence HLA-B27:05. The binding affinity (normalized) is 0. (3) The peptide sequence is TMSYKLAI. The binding affinity (normalized) is 0. The MHC is Mamu-B17 with pseudo-sequence Mamu-B17.